From a dataset of Full USPTO retrosynthesis dataset with 1.9M reactions from patents (1976-2016). Predict the reactants needed to synthesize the given product. (1) Given the product [C:1]([NH:4][C:5]([CH2:16][C:17]([C:19]1[CH:24]=[CH:23][C:22]([O:25][C:26]2[CH:31]=[CH:30][C:29]([C:32](=[O:35])[CH2:33][O:41][C:36](=[O:40])[CH2:37][CH2:38][CH3:39])=[CH:28][CH:27]=2)=[CH:21][CH:20]=1)=[O:18])([C:11]([O:13][CH2:14][CH3:15])=[O:12])[C:6]([O:8][CH2:9][CH3:10])=[O:7])(=[O:3])[CH3:2], predict the reactants needed to synthesize it. The reactants are: [C:1]([NH:4][C:5]([CH2:16][C:17]([C:19]1[CH:24]=[CH:23][C:22]([O:25][C:26]2[CH:31]=[CH:30][C:29]([C:32](=[O:35])[CH2:33]Cl)=[CH:28][CH:27]=2)=[CH:21][CH:20]=1)=[O:18])([C:11]([O:13][CH2:14][CH3:15])=[O:12])[C:6]([O:8][CH2:9][CH3:10])=[O:7])(=[O:3])[CH3:2].[C:36]([OH:41])(=[O:40])[CH2:37][CH2:38][CH3:39].CCN(CC)CC. (2) Given the product [NH2:29][C:28]1[N:21]([CH2:22][CH2:23][C:24](=[O:25])[NH2:26])[C:2]2[CH:7]=[CH:6][C:5]([N:8]([CH3:17])[C:9](=[O:16])[C:10]3[CH:15]=[CH:14][CH:13]=[CH:12][CH:11]=3)=[CH:4][C:3]=2[N:18]=1, predict the reactants needed to synthesize it. The reactants are: F[C:2]1[CH:7]=[CH:6][C:5]([N:8]([CH3:17])[C:9](=[O:16])[C:10]2[CH:15]=[CH:14][CH:13]=[CH:12][CH:11]=2)=[CH:4][C:3]=1[N+:18]([O-])=O.[NH2:21][CH2:22][CH2:23][C:24]([NH2:26])=[O:25].C[CH2:28][N:29](C(C)C)C(C)C.O. (3) The reactants are: FC(F)(F)S(O[C:7]1[CH:12]=[CH:11][C:10]([CH2:13][CH2:14][CH:15]([CH2:20][CH2:21][CH2:22][C:23]2[CH:28]=[CH:27][CH:26]=[CH:25][CH:24]=2)[C:16]([O:18][CH3:19])=[O:17])=[CH:9][CH:8]=1)(=O)=O.C([O-])([O-])=O.[Cs+].[Cs+].[C:37]1(B(O)O)[CH:42]=[CH:41][CH:40]=[CH:39][CH:38]=1.O. Given the product [C:7]1([C:37]2[CH:42]=[CH:41][CH:40]=[CH:39][CH:38]=2)[CH:12]=[CH:11][C:10]([CH2:13][CH2:14][CH:15]([CH2:20][CH2:21][CH2:22][C:23]2[CH:28]=[CH:27][CH:26]=[CH:25][CH:24]=2)[C:16]([O:18][CH3:19])=[O:17])=[CH:9][CH:8]=1, predict the reactants needed to synthesize it. (4) Given the product [Si:22]([O:1][C:2]1[CH:10]=[C:9]2[C:5]([C:6]([N:11]3[C:19](=[O:20])[C:18]4[C:13](=[CH:14][CH:15]=[CH:16][CH:17]=4)[C:12]3=[O:21])=[N:7][NH:8]2)=[CH:4][CH:3]=1)([C:25]([CH3:28])([CH3:27])[CH3:26])([CH3:24])[CH3:23], predict the reactants needed to synthesize it. The reactants are: [OH:1][C:2]1[CH:10]=[C:9]2[C:5]([C:6]([N:11]3[C:19](=[O:20])[C:18]4[C:13](=[CH:14][CH:15]=[CH:16][CH:17]=4)[C:12]3=[O:21])=[N:7][NH:8]2)=[CH:4][CH:3]=1.[Si:22](Cl)([C:25]([CH3:28])([CH3:27])[CH3:26])([CH3:24])[CH3:23].N12CCCN=C1CCCCC2. (5) Given the product [C:17]([C@H:21]1[CH2:26][CH2:25][C@H:24]([O:16][C:7]2[CH:8]=[C:9]3[C:4](=[CH:5][CH:6]=2)[N:3]=[C:2]([CH3:1])[CH:11]=[C:10]3[C:12]([F:13])([F:15])[F:14])[CH2:23][CH2:22]1)([CH3:20])([CH3:19])[CH3:18], predict the reactants needed to synthesize it. The reactants are: [CH3:1][C:2]1[CH:11]=[C:10]([C:12]([F:15])([F:14])[F:13])[C:9]2[C:4](=[CH:5][CH:6]=[C:7]([OH:16])[CH:8]=2)[N:3]=1.[C:17]([C@@H:21]1[CH2:26][CH2:25][C@H:24](O)[CH2:23][CH2:22]1)([CH3:20])([CH3:19])[CH3:18].C1(P(C2C=CC=CC=2)C2C=CC=CC=2)C=CC=CC=1.N(C(OC(C)C)=O)=NC(OC(C)C)=O. (6) Given the product [CH2:20]([C:8]1[C:9]2[O:13][N:12]=[C:11]([C:14]([F:17])([F:16])[F:15])[C:10]=2[CH:18]=[CH:19][C:7]=1[O:6][CH2:26][CH2:25][CH2:24][Br:23])[CH2:21][CH3:22], predict the reactants needed to synthesize it. The reactants are: CN(C=O)C.[OH:6][C:7]1[CH:19]=[CH:18][C:10]2[C:11]([C:14]([F:17])([F:16])[F:15])=[N:12][O:13][C:9]=2[C:8]=1[CH2:20][CH2:21][CH3:22].[Br:23][CH2:24][CH2:25][CH2:26]Br.C(=O)([O-])[O-].[Cs+].[Cs+]. (7) The reactants are: [NH2:1][C:2]1[CH:9]=[CH:8][C:7]([F:10])=[CH:6][C:3]=1[C:4]#[N:5].[S:11](Cl)(=[O:14])(=[O:13])[NH2:12]. Given the product [C:4]([C:3]1[CH:6]=[C:7]([F:10])[CH:8]=[CH:9][C:2]=1[NH:1][S:11]([NH2:12])(=[O:14])=[O:13])#[N:5], predict the reactants needed to synthesize it. (8) Given the product [Cl:1][CH2:2][C:3]1[N:4]=[C:5]2[S:12][CH:11]=[C:10](/[CH:13]=[C:17](\[C:15]#[N:16])/[C:18]([O:20][CH2:21][CH3:22])=[O:19])[N:6]2[C:7](=[O:9])[CH:8]=1, predict the reactants needed to synthesize it. The reactants are: [Cl:1][CH2:2][C:3]1[N:4]=[C:5]2[S:12][CH:11]=[C:10]([CH:13]=O)[N:6]2[C:7](=[O:9])[CH:8]=1.[C:15]([CH2:17][C:18]([O:20][CH2:21][CH3:22])=[O:19])#[N:16]. (9) Given the product [N:30]1[CH:35]=[CH:34][CH:33]=[C:32]([CH2:36][O:37][N:38]=[C:2]2[CH2:3][CH2:4][N:5]([C:8](=[O:26])[CH2:9][CH2:10][CH:11]([C:12]3[CH:17]=[CH:16][C:15]([F:18])=[CH:14][CH:13]=3)[C:19]3[CH:24]=[CH:23][C:22]([F:25])=[CH:21][CH:20]=3)[CH2:6][CH2:7]2)[CH:31]=1, predict the reactants needed to synthesize it. The reactants are: O[C:2]1(O)[CH2:7][CH2:6][N:5]([C:8](=[O:26])[CH2:9][CH2:10][CH:11]([C:19]2[CH:24]=[CH:23][C:22]([F:25])=[CH:21][CH:20]=2)[C:12]2[CH:17]=[CH:16][C:15]([F:18])=[CH:14][CH:13]=2)[CH2:4][CH2:3]1.Cl.Cl.[N:30]1[CH:35]=[CH:34][CH:33]=[C:32]([CH2:36][O:37][NH2:38])[CH:31]=1.C([O-])(=O)C.[Na+]. (10) Given the product [ClH:28].[CH3:8][C@H:6]1[O:7][C@@H:2]([CH3:1])[CH2:3][N:4]([C:9]2[N:14]=[C:13]([C:15]3[CH:19]=[CH:18][O:17][C:16]=3[CH3:20])[C:12]([C:21]3[CH:26]=[CH:25][N:24]=[C:23]([CH3:27])[CH:22]=3)=[CH:11][N:10]=2)[CH2:5]1, predict the reactants needed to synthesize it. The reactants are: [CH3:1][C@H:2]1[O:7][C@@H:6]([CH3:8])[CH2:5][N:4]([C:9]2[N:14]=[C:13]([C:15]3[CH:19]=[CH:18][O:17][C:16]=3[CH3:20])[C:12]([C:21]3[CH:26]=[CH:25][N:24]=[C:23]([CH3:27])[CH:22]=3)=[CH:11][N:10]=2)[CH2:3]1.[ClH:28].